This data is from Forward reaction prediction with 1.9M reactions from USPTO patents (1976-2016). The task is: Predict the product of the given reaction. Given the reactants [C:1]([O:5][C:6]([N:8]1[CH2:13][CH2:12][N:11]([C:14]2[C:19]([Cl:20])=[CH:18][C:17]([C:21]#[N:22])=[CH:16][N:15]=2)[CH2:10][CH2:9]1)=[O:7])([CH3:4])([CH3:3])[CH3:2].[N-:23]=[N+:24]=[N-:25].[Na+].[NH4+].[Cl-], predict the reaction product. The product is: [Cl:20][C:19]1[C:14]([N:11]2[CH2:12][CH2:13][N:8]([C:6]([O:5][C:1]([CH3:4])([CH3:2])[CH3:3])=[O:7])[CH2:9][CH2:10]2)=[N:15][CH:16]=[C:17]([C:21]2[N:23]=[N:24][NH:25][N:22]=2)[CH:18]=1.